Task: Predict the product of the given reaction.. Dataset: Forward reaction prediction with 1.9M reactions from USPTO patents (1976-2016) (1) Given the reactants C(OC(=O)[NH:7][CH:8]([C:10]1[N:11]([C:19]2[CH:24]=[C:23]([F:25])[CH:22]=[C:21]([F:26])[CH:20]=2)[C:12]2[C:13]([N:18]=1)=[N:14][CH:15]=[CH:16][CH:17]=2)[CH3:9])(C)(C)C.FC1C=C(N2C3C(=NC=CC=3)N=C2C(NC(=O)C)C)C=C(F)C=1, predict the reaction product. The product is: [F:26][C:21]1[CH:20]=[C:19]([N:11]2[C:12]3[C:13](=[N:14][CH:15]=[CH:16][CH:17]=3)[N:18]=[C:10]2[CH:8]([NH2:7])[CH3:9])[CH:24]=[C:23]([F:25])[CH:22]=1. (2) Given the reactants [C:1]([O:5][C:6]([NH:8][C@H:9]([C:15]([OH:17])=O)[CH2:10][CH2:11][C:12](=[O:14])[NH2:13])=[O:7])([CH3:4])([CH3:3])[CH3:2].C(C1NC=CN=1)(C1NC=CN=1)=O, predict the reaction product. The product is: [O:17]=[C:15]1[CH:9]([NH:8][C:6]([O:5][C:1]([CH3:4])([CH3:3])[CH3:2])=[O:7])[CH2:10][CH2:11][C:12](=[O:14])[NH:13]1. (3) Given the reactants [F:1][C:2]([F:6])([F:5])[CH2:3][OH:4].[H-].[Na+].Cl[C:10]1[N:15]=[C:14]([NH2:16])[C:13]([N+:17]([O-:19])=[O:18])=[CH:12][C:11]=1[CH3:20].O, predict the reaction product. The product is: [CH3:20][C:11]1[CH:12]=[C:13]([N+:17]([O-:19])=[O:18])[C:14]([NH2:16])=[N:15][C:10]=1[O:4][CH2:3][C:2]([F:6])([F:5])[F:1]. (4) The product is: [CH3:6][C:5]([CH3:7])=[CH:4][CH2:3][CH2:2][O:8][NH:9][C:10](=[O:16])[O:11][C:12]([CH3:15])([CH3:14])[CH3:13]. Given the reactants Br[CH2:2][CH2:3][CH:4]=[C:5]([CH3:7])[CH3:6].[OH:8][NH:9][C:10](=[O:16])[O:11][C:12]([CH3:15])([CH3:14])[CH3:13].C1CCN2C(=NCCC2)CC1, predict the reaction product. (5) The product is: [CH3:3][CH:2]([N:4]1[C:12](/[CH:13]=[CH:14]/[CH:15]([OH:23])[CH2:16][CH:17]([OH:22])[CH2:18][C:19]([O-:21])=[O:20])=[C:11]([C:24]2[CH:29]=[CH:28][C:27]([F:30])=[CH:26][CH:25]=2)[C:10]2[CH:9]=[CH:8][CH:7]=[CH:6][C:5]1=2)[CH3:1].[Na+:32]. Given the reactants [CH3:1][CH:2]([N:4]1[C:12](/[CH:13]=[CH:14]/[CH:15]([OH:23])[CH2:16][CH:17]([OH:22])[CH2:18][C:19]([OH:21])=[O:20])=[C:11]([C:24]2[CH:25]=[CH:26][C:27]([F:30])=[CH:28][CH:29]=2)[C:10]2[CH:9]=[CH:8][CH:7]=[CH:6][C:5]1=2)[CH3:3].[OH-].[Na+:32], predict the reaction product. (6) The product is: [F:1][C:2]1[CH:7]=[CH:6][C:5]([O:8][C:9](=[O:24])[N:10]([C@@H:12]2[C@@H:16]([C:17]3[CH:22]=[CH:21][C:20]([F:23])=[CH:19][CH:18]=3)[CH2:15][N:14]([C:39]([CH:36]3[CH2:35][CH2:34][N:33]([C:30]4[CH:29]=[CH:28][C:27]([C:25]#[N:26])=[CH:32][N:31]=4)[CH2:38][CH2:37]3)=[O:40])[CH2:13]2)[CH3:11])=[CH:4][CH:3]=1.[F:1][C:2]1[CH:7]=[CH:6][C:5]([O:8][C:9](=[O:24])[N:10]([C@H:12]2[C@H:16]([C:17]3[CH:22]=[CH:21][C:20]([F:23])=[CH:19][CH:18]=3)[CH2:15][N:14]([C:39]([CH:36]3[CH2:35][CH2:34][N:33]([C:30]4[CH:29]=[CH:28][C:27]([C:25]#[N:26])=[CH:32][N:31]=4)[CH2:38][CH2:37]3)=[O:41])[CH2:13]2)[CH3:11])=[CH:4][CH:3]=1. Given the reactants [F:1][C:2]1[CH:7]=[CH:6][C:5]([O:8][C:9](=[O:24])[N:10]([C@@H:12]2[C@@H:16]([C:17]3[CH:22]=[CH:21][C:20]([F:23])=[CH:19][CH:18]=3)[CH2:15][NH:14][CH2:13]2)[CH3:11])=[CH:4][CH:3]=1.[C:25]([C:27]1[CH:28]=[CH:29][C:30]([N:33]2[CH2:38][CH2:37][CH:36]([C:39]([OH:41])=[O:40])[CH2:35][CH2:34]2)=[N:31][CH:32]=1)#[N:26], predict the reaction product. (7) Given the reactants [NH2:1][C:2]1[N:10]=[CH:9][CH:8]=[CH:7][C:3]=1[C:4]([OH:6])=O.[NH2:11][C:12]1[CH:17]=[CH:16][CH:15]=[C:14]([F:18])[C:13]=1O, predict the reaction product. The product is: [F:18][C:14]1[C:13]2[O:6][C:4]([C:3]3[C:2]([NH2:1])=[N:10][CH:9]=[CH:8][CH:7]=3)=[N:11][C:12]=2[CH:17]=[CH:16][CH:15]=1. (8) Given the reactants [CH2:1]([Mg]Cl)[C:2]1[CH:7]=[CH:6][CH:5]=[CH:4][CH:3]=1.Cl[C:11]1[C:16]([CH:17]([CH2:22][CH2:23][CH3:24])[C:18]([O:20][CH3:21])=[O:19])=[C:15]([CH3:25])[N:14]=[C:13]([C:26]2[CH:31]=[CH:30][CH:29]=[CH:28][CH:27]=2)[N:12]=1.ClCCl.C([Zn])C1C=CC=CC=1, predict the reaction product. The product is: [CH2:1]([C:11]1[C:16]([CH:17]([CH2:22][CH2:23][CH3:24])[C:18]([O:20][CH3:21])=[O:19])=[C:15]([CH3:25])[N:14]=[C:13]([C:26]2[CH:27]=[CH:28][CH:29]=[CH:30][CH:31]=2)[N:12]=1)[C:2]1[CH:7]=[CH:6][CH:5]=[CH:4][CH:3]=1.